From a dataset of Forward reaction prediction with 1.9M reactions from USPTO patents (1976-2016). Predict the product of the given reaction. (1) Given the reactants C(OC([N:8]1[CH2:13][CH2:12][CH2:11][CH2:10][C@@H:9]1[C:14]1[CH:18]=[C:17]([C:19]2[CH:24]=[CH:23][CH:22]=[C:21]([C:25]#[N:26])[CH:20]=2)[O:16][N:15]=1)=O)(C)(C)C.C(O)(C(F)(F)F)=O, predict the reaction product. The product is: [NH:8]1[CH2:13][CH2:12][CH2:11][CH2:10][C@@H:9]1[C:14]1[CH:18]=[C:17]([C:19]2[CH:20]=[C:21]([CH:22]=[CH:23][CH:24]=2)[C:25]#[N:26])[O:16][N:15]=1. (2) Given the reactants [H-].[Al+3].[Li+].[H-].[H-].[H-].C[O:8][C:9](=O)[CH2:10][C:11]1([N:24]2[CH2:28][CH2:27][CH2:26][CH2:25]2)[CH2:16][CH2:15][N:14]([CH2:17][C:18]2[CH:23]=[CH:22][CH:21]=[CH:20][CH:19]=2)[CH2:13][CH2:12]1.O.[OH-].[Na+], predict the reaction product. The product is: [CH2:17]([N:14]1[CH2:13][CH2:12][C:11]([CH2:10][CH2:9][OH:8])([N:24]2[CH2:28][CH2:27][CH2:26][CH2:25]2)[CH2:16][CH2:15]1)[C:18]1[CH:23]=[CH:22][CH:21]=[CH:20][CH:19]=1. (3) Given the reactants CS(OC1C=CC(/C=[CH:13]/[C:14]([OH:16])=[O:15])=CC=1)(=O)=O.[F:17][C:18]1[CH:25]=[C:24]([C:26]([F:29])([F:28])[F:27])[CH:23]=[CH:22][C:19]=1[CH:20]=O.C(C1C=CC(OS(C)(=O)=O)=CC=1)=O, predict the reaction product. The product is: [F:17][C:18]1[CH:25]=[C:24]([C:26]([F:29])([F:28])[F:27])[CH:23]=[CH:22][C:19]=1/[CH:20]=[CH:13]/[C:14]([OH:16])=[O:15]. (4) Given the reactants [CH:1]([C:4]1[C:5]([O:13][CH3:14])=[CH:6][C:7]([CH3:12])=[C:8]([CH:11]=1)[CH:9]=O)([CH3:3])[CH3:2].[NH:15]1[C:23]2[C:18](=[CH:19][CH:20]=[CH:21][CH:22]=2)[CH2:17][C:16]1=[O:24], predict the reaction product. The product is: [CH:1]([C:4]1[C:5]([O:13][CH3:14])=[CH:6][C:7]([CH3:12])=[C:8]([CH:11]=1)[CH:9]=[C:17]1[C:18]2[C:23](=[CH:22][CH:21]=[CH:20][CH:19]=2)[NH:15][C:16]1=[O:24])([CH3:3])[CH3:2]. (5) Given the reactants [C:1]1(=[O:6])[O:5][CH2:4][CH2:3][CH2:2]1.[C:7]1([Mg]Br)[CH:12]=[CH:11][CH:10]=[CH:9][CH:8]=1, predict the reaction product. The product is: [C:7]1([C:1]([C:7]2[CH:12]=[CH:11][CH:10]=[CH:9][CH:8]=2)([OH:6])[CH2:2][CH2:3][CH2:4][OH:5])[CH:12]=[CH:11][CH:10]=[CH:9][CH:8]=1. (6) Given the reactants [NH:1]1[CH2:6][CH2:5][CH2:4][CH:3]([CH2:7][OH:8])[CH2:2]1.[CH:9](=O)[CH2:10][CH3:11].C(O[BH-](OC(=O)C)OC(=O)C)(=O)C.[Na+].C(=O)([O-])O.[Na+].C(=O)([O-])[O-].[K+].[K+], predict the reaction product. The product is: [CH2:9]([N:1]1[CH2:6][CH2:5][CH2:4][CH:3]([CH2:7][OH:8])[CH2:2]1)[CH2:10][CH3:11].